This data is from Forward reaction prediction with 1.9M reactions from USPTO patents (1976-2016). The task is: Predict the product of the given reaction. (1) Given the reactants [NH:1]1[CH2:6][CH2:5][C:4]2([O:11][C:10]3[C:12]4[C:17]([C:18](=[O:21])[C:19](=[O:20])[C:9]=3[S:8][CH2:7]2)=[CH:16][CH:15]=[CH:14][CH:13]=4)[CH2:3][CH2:2]1.[Cl:22][C:23]1[CH:28]=[CH:27][C:26]([O:29][CH2:30][CH2:31][CH2:32]I)=[CH:25][CH:24]=1, predict the reaction product. The product is: [Cl:22][C:23]1[CH:28]=[CH:27][C:26]([O:29][CH2:30][CH2:31][CH2:32][N:1]2[CH2:2][CH2:3][C:4]3([O:11][C:10]4[C:12]5[C:17]([C:18](=[O:21])[C:19](=[O:20])[C:9]=4[S:8][CH2:7]3)=[CH:16][CH:15]=[CH:14][CH:13]=5)[CH2:5][CH2:6]2)=[CH:25][CH:24]=1. (2) The product is: [Br:1][C:2]1[CH:3]=[C:4]2[C:10]([CH:11]3[C:12]4[C:13](=[CH:14][CH:15]=[CH:16][CH:17]=4)[CH2:18][O:20]3)=[CH:9][N:8]([CH2:21][O:22][C:23](=[O:28])[C:24]([CH3:25])([CH3:27])[CH3:26])[C:5]2=[N:6][CH:7]=1. Given the reactants [Br:1][C:2]1[CH:3]=[C:4]2[C:10]([CH:11]([OH:20])[C:12]3[CH:17]=[CH:16][CH:15]=[CH:14][C:13]=3[CH2:18]O)=[CH:9][N:8]([CH2:21][O:22][C:23](=[O:28])[C:24]([CH3:27])([CH3:26])[CH3:25])[C:5]2=[N:6][CH:7]=1.B(F)(F)F.CCOCC, predict the reaction product. (3) The product is: [Cl:1][C:2]1[N:7]=[C:6]([NH:8][C:11]2[CH:16]=[CH:15][CH:14]=[C:13]([C:17]([F:18])([F:20])[F:19])[C:12]=2[CH3:21])[C:5]([CH3:9])=[CH:4][N:3]=1. Given the reactants [Cl:1][C:2]1[N:7]=[C:6]([NH2:8])[C:5]([CH3:9])=[CH:4][N:3]=1.Br[C:11]1[CH:16]=[CH:15][CH:14]=[C:13]([C:17]([F:20])([F:19])[F:18])[C:12]=1[CH3:21].CC1(C)C2C(=C(P(C3C=CC=CC=3)C3C=CC=CC=3)C=CC=2)OC2C(P(C3C=CC=CC=3)C3C=CC=CC=3)=CC=CC1=2.C(=O)([O-])[O-].[Cs+].[Cs+], predict the reaction product. (4) The product is: [C:1]([O:9][C@@H:10]1[CH2:18][C@@H:13]2[O:14][C:15](=[O:17])[CH2:16][C@@H:12]2[C@H:11]1/[CH:19]=[CH:20]/[C@H:21]([C:23]1[S:27][C:26]2[CH:28]=[CH:29][CH:30]=[CH:31][C:25]=2[CH:24]=1)[OH:22])(=[O:8])[C:2]1[CH:7]=[CH:6][CH:5]=[CH:4][CH:3]=1. Given the reactants [C:1]([O:9][C@@H:10]1[CH2:18][C@@H:13]2[O:14][C:15](=[O:17])[CH2:16][C@@H:12]2[C@H:11]1/[CH:19]=[CH:20]/[C:21]([C:23]1[S:27][C:26]2[CH:28]=[CH:29][CH:30]=[CH:31][C:25]=2[CH:24]=1)=[O:22])(=[O:8])[C:2]1[CH:7]=[CH:6][CH:5]=[CH:4][CH:3]=1.[BH4-].[Na+], predict the reaction product. (5) The product is: [C:20]([C@@H:21]([NH:22][C:9](=[O:11])[CH2:8][C:6]1[CH:7]=[C:2]([I:1])[CH:3]=[CH:4][C:5]=1[O:12][CH3:13])[CH:23]([CH3:24])[CH3:25])(=[O:26])[CH3:27]. Given the reactants [I:1][C:2]1[CH:3]=[CH:4][C:5]([O:12][CH3:13])=[C:6]([CH2:8][C:9]([OH:11])=O)[CH:7]=1.Cl.C(O[C:20](=[O:26])[C@H:21]([CH:23]([CH3:25])[CH3:24])[NH2:22])(C)(C)C.[CH3:27]CN=C=NCCCN(C)C.C(N(C(C)C)CC)(C)C, predict the reaction product. (6) Given the reactants [OH:1][CH:2]([CH3:20])[CH2:3][N:4]1[C:12]2[C:7](=[C:8]([C:15]([F:18])([F:17])[F:16])[C:9]([C:13]#[N:14])=[CH:10][CH:11]=2)[CH:6]=[C:5]1[CH3:19].O[C:22]1[CH:27]=[CH:26][C:25]([NH:28][C:29](=[O:31])[CH3:30])=[CH:24][CH:23]=1, predict the reaction product. The product is: [C:13]([C:9]1[C:8]([C:15]([F:18])([F:16])[F:17])=[C:7]2[C:12](=[CH:11][CH:10]=1)[N:4]([CH2:3][CH:2]([O:1][C:22]1[CH:27]=[CH:26][C:25]([NH:28][C:29](=[O:31])[CH3:30])=[CH:24][CH:23]=1)[CH3:20])[C:5]([CH3:19])=[CH:6]2)#[N:14].